Dataset: HIV replication inhibition screening data with 41,000+ compounds from the AIDS Antiviral Screen. Task: Binary Classification. Given a drug SMILES string, predict its activity (active/inactive) in a high-throughput screening assay against a specified biological target. (1) The result is 0 (inactive). The compound is CCN(CC)CCn1ncc2ccc3c(c(=O)c4cccnc4n3CCN(CC)CC)c21.Cl. (2) The molecule is COC1=Nc2ccccc2S(=O)(=O)C=C1. The result is 0 (inactive). (3) The result is 1 (active). The drug is O=C(O)CC1C(=O)OC2C(COC(=O)c3cc(O)c(O)c(O)c3)OC(OC(=O)c3cc(O)c(O)c(O)c3)C(OC(=O)c3cc(O)c(O)c4c3C1C(O)C(=O)O4)C2OC(=O)c1cc(O)c(O)c(O)c1. (4) The compound is COCC1c2cc(O)c(OCc3ccccc3)cc2OC1c1ccc(OC)cc1. The result is 0 (inactive).